Dataset: Merck oncology drug combination screen with 23,052 pairs across 39 cell lines. Task: Regression. Given two drug SMILES strings and cell line genomic features, predict the synergy score measuring deviation from expected non-interaction effect. Drug 1: N#Cc1ccc(Cn2cncc2CN2CCN(c3cccc(Cl)c3)C(=O)C2)cc1. Drug 2: COC1=C2CC(C)CC(OC)C(O)C(C)C=C(C)C(OC(N)=O)C(OC)C=CC=C(C)C(=O)NC(=CC1=O)C2=O. Cell line: NCIH1650. Synergy scores: synergy=13.1.